This data is from NCI-60 drug combinations with 297,098 pairs across 59 cell lines. The task is: Regression. Given two drug SMILES strings and cell line genomic features, predict the synergy score measuring deviation from expected non-interaction effect. Drug 1: C1=NC2=C(N1)C(=S)N=C(N2)N. Drug 2: CCC1(CC2CC(C3=C(CCN(C2)C1)C4=CC=CC=C4N3)(C5=C(C=C6C(=C5)C78CCN9C7C(C=CC9)(C(C(C8N6C=O)(C(=O)OC)O)OC(=O)C)CC)OC)C(=O)OC)O.OS(=O)(=O)O. Cell line: NCI-H522. Synergy scores: CSS=38.6, Synergy_ZIP=-4.07, Synergy_Bliss=-1.06, Synergy_Loewe=-18.1, Synergy_HSA=0.947.